This data is from Full USPTO retrosynthesis dataset with 1.9M reactions from patents (1976-2016). The task is: Predict the reactants needed to synthesize the given product. (1) Given the product [CH3:1][C:2]1[S:3][C:4]2[CH:10]=[CH:9][C:8]([CH2:11][OH:12])=[CH:7][C:5]=2[N:6]=1, predict the reactants needed to synthesize it. The reactants are: [CH3:1][C:2]1[S:3][C:4]2[CH:10]=[CH:9][C:8]([C:11](O)=[O:12])=[CH:7][C:5]=2[N:6]=1.C(N(CC)CC)C.ClC(OCC)=O.[BH4-].[Na+].Cl.C(=O)(O)[O-].[Na+]. (2) Given the product [Br:28][C:23]1[C:24]2[C:19](=[CH:18][C:17]([C:9]3[O:10][C:11]4[CH:16]=[CH:15][CH:14]=[CH:13][C:12]=4[C:8]=3[CH2:7][CH2:6][CH:1]3[CH2:5][CH2:4][CH2:3][CH2:2]3)=[CH:26][CH:25]=2)[CH:20]=[CH:21][C:22]=1[OH:27], predict the reactants needed to synthesize it. The reactants are: [CH:1]1([CH2:6][CH2:7][C:8]2[C:12]3[CH:13]=[CH:14][CH:15]=[CH:16][C:11]=3[O:10][C:9]=2[C:17]2[CH:18]=[C:19]3[C:24](=[CH:25][CH:26]=2)[CH:23]=[C:22]([OH:27])[CH:21]=[CH:20]3)[CH2:5][CH2:4][CH2:3][CH2:2]1.[Br:28]Br.C([O-])(=O)C.[K+]. (3) Given the product [Br:1][C:2]1[CH:3]=[N:4][C:5]2[N:6]([N:8]=[C:9]([C:11]([N:16]3[CH2:17][CH2:18][C:19]4[C:24](=[CH:23][C:22]([N+:25]([O-:27])=[O:26])=[CH:21][CH:20]=4)[CH:15]3[CH3:14])=[O:13])[CH:10]=2)[CH:7]=1, predict the reactants needed to synthesize it. The reactants are: [Br:1][C:2]1[CH:3]=[N:4][C:5]2[N:6]([N:8]=[C:9]([C:11]([OH:13])=O)[CH:10]=2)[CH:7]=1.[CH3:14][CH:15]1[C:24]2[C:19](=[CH:20][CH:21]=[C:22]([N+:25]([O-:27])=[O:26])[CH:23]=2)[CH2:18][CH2:17][NH:16]1. (4) Given the product [F:11][C:12]1[CH:13]=[C:14]([CH:15]=[CH:16][CH:17]=1)[O:18][C:4]1[S:8][C:7]([C:9]#[N:10])=[CH:6][CH:5]=1, predict the reactants needed to synthesize it. The reactants are: [N+]([C:4]1[S:8][C:7]([C:9]#[N:10])=[CH:6][CH:5]=1)([O-])=O.[F:11][C:12]1[CH:13]=[C:14]([OH:18])[CH:15]=[CH:16][CH:17]=1.C(=O)([O-])[O-].[K+].[K+].O. (5) The reactants are: [N:1]1[C:10]2[C:5](=[CH:6][CH:7]=[CH:8][N:9]=2)[C:4]([CH:11]=[N:12]O)=[CH:3][CH:2]=1. Given the product [N:1]1[C:10]2[C:5](=[CH:6][CH:7]=[CH:8][N:9]=2)[C:4]([CH2:11][NH2:12])=[CH:3][CH:2]=1, predict the reactants needed to synthesize it. (6) Given the product [CH2:1]([O:3][C:4]([C:5](=[N:9][NH:10][C:11]1[C:12]([O:18][CH3:19])=[C:13]([C:28]2[CH:27]=[CH:26][CH:25]=[C:24]([C:21]([OH:23])=[O:22])[CH:29]=2)[CH:14]=[CH:15][CH:16]=1)[C:6](=[O:8])[CH3:7])=[O:20])[CH3:2], predict the reactants needed to synthesize it. The reactants are: [CH2:1]([O:3][C:4](=[O:20])[C:5](=[N:9][NH:10][C:11]1[CH:16]=[CH:15][CH:14]=[C:13](Br)[C:12]=1[O:18][CH3:19])[C:6](=[O:8])[CH3:7])[CH3:2].[C:21]([C:24]1[CH:25]=[C:26](B(O)O)[CH:27]=[CH:28][CH:29]=1)([OH:23])=[O:22].C(=O)([O-])[O-].[K+].[K+].